From a dataset of Catalyst prediction with 721,799 reactions and 888 catalyst types from USPTO. Predict which catalyst facilitates the given reaction. (1) Reactant: [F:1][C:2]([F:24])([F:23])[O:3][C:4]1[CH:9]=[CH:8][C:7]([C:10]2[C:18]3[C:13](=[CH:14][CH:15]=[CH:16][CH:17]=3)[NH:12][C:11]=2[C:19]([NH:21][NH2:22])=[O:20])=[CH:6][CH:5]=1.[Cl:25][C:26]1[CH:33]=[CH:32][C:29]([CH:30]=O)=[CH:28][CH:27]=1. Product: [Cl:25][C:26]1[CH:33]=[CH:32][C:29]([CH:30]=[N:22][NH:21][C:19]([C:11]2[NH:12][C:13]3[C:18]([C:10]=2[C:7]2[CH:6]=[CH:5][C:4]([O:3][C:2]([F:23])([F:1])[F:24])=[CH:9][CH:8]=2)=[CH:17][CH:16]=[CH:15][CH:14]=3)=[O:20])=[CH:28][CH:27]=1. The catalyst class is: 8. (2) Reactant: [CH3:1][C:2]1[CH:3]=[C:4]([CH:10]=[C:11]([CH3:13])[CH:12]=1)[O:5][CH2:6][C:7](O)=[O:8].O=S(Cl)[Cl:16]. Product: [CH3:1][C:2]1[CH:3]=[C:4]([CH:10]=[C:11]([CH3:13])[CH:12]=1)[O:5][CH2:6][C:7]([Cl:16])=[O:8]. The catalyst class is: 48. (3) Reactant: Br[C:2]1[CH:3]=[CH:4][C:5]2[S:9](=[O:11])(=[O:10])[N:8]([CH2:12][CH2:13][N:14]3[CH2:19][CH2:18][O:17][CH2:16][CH2:15]3)[CH:7]([CH3:20])[C:6]=2[CH:21]=1.[F:22][C:23]1[CH:31]=[C:30]2[C:26]([C:27](B3OC(C)(C)C(C)(C)O3)=[CH:28][N:29]2[C:32]([O:34][C:35]([CH3:38])([CH3:37])[CH3:36])=[O:33])=[CH:25][CH:24]=1.[O-]P([O-])([O-])=O.[K+].[K+].[K+]. Product: [F:22][C:23]1[CH:31]=[C:30]2[C:26]([C:27]([C:2]3[CH:3]=[CH:4][C:5]4[S:9](=[O:11])(=[O:10])[N:8]([CH2:12][CH2:13][N:14]5[CH2:19][CH2:18][O:17][CH2:16][CH2:15]5)[CH:7]([CH3:20])[C:6]=4[CH:21]=3)=[CH:28][N:29]2[C:32]([O:34][C:35]([CH3:38])([CH3:37])[CH3:36])=[O:33])=[CH:25][CH:24]=1. The catalyst class is: 117. (4) Reactant: Cl.[Cl:2][C:3]1[C:8]([C:9]2[C:10](=[O:16])[NH:11][C:12](=[O:15])[NH:13][CH:14]=2)=[CH:7][CH:6]=[CH:5][N:4]=1.C([O-])([O-])=O.[K+].[K+].Br[CH2:24][CH2:25][CH:26]([O:29][CH3:30])[O:27][CH3:28]. Product: [Cl:2][C:3]1[C:8]([C:9]2[C:10](=[O:16])[NH:11][C:12](=[O:15])[N:13]([CH2:24][CH2:25][CH:26]([O:29][CH3:30])[O:27][CH3:28])[CH:14]=2)=[CH:7][CH:6]=[CH:5][N:4]=1. The catalyst class is: 3.